Dataset: Forward reaction prediction with 1.9M reactions from USPTO patents (1976-2016). Task: Predict the product of the given reaction. (1) Given the reactants [F:1][C:2]([F:7])([F:6])[C:3]([OH:5])=[O:4].[F:8][C:9]([F:14])([F:13])[C:10]([OH:12])=[O:11].FC(F)(F)C(O)=O.[Cl:22][C:23]1[CH:24]=[N:25][C:26]2[NH:27][C:28]3[CH:29]=[N:30][CH:31]=[C:32]([CH:54]=3)[CH2:33][CH2:34][C:35]3[CH:43]=[C:39]([NH:40][C:41]=1[N:42]=2)[CH:38]=[CH:37][C:36]=3[NH:44][C:45](=[O:53])[CH2:46][CH:47]1[CH2:52][CH2:51][NH:50][CH2:49][CH2:48]1.[N:55]1[NH:56][N:57]=[C:58]([C:60](O)=[O:61])[CH:59]=1, predict the reaction product. The product is: [F:1][C:2]([F:7])([F:6])[C:3]([OH:5])=[O:4].[F:8][C:9]([F:14])([F:13])[C:10]([OH:12])=[O:11].[Cl:22][C:23]1[CH:24]=[N:25][C:26]2[NH:27][C:28]3[CH:29]=[N:30][CH:31]=[C:32]([CH:54]=3)[CH2:33][CH2:34][C:35]3[CH:43]=[C:39]([NH:40][C:41]=1[N:42]=2)[CH:38]=[CH:37][C:36]=3[NH:44][C:45](=[O:53])[CH2:46][CH:47]1[CH2:52][CH2:51][N:50]([C:60]([C:58]2[N:57]=[N:56][NH:55][CH:59]=2)=[O:61])[CH2:49][CH2:48]1. (2) Given the reactants C(OC([N:8]1[C@@H:12]([C:13]([O:15][C:16]2[CH:21]=[CH:20][C:19]([C:22](=[O:24])[CH3:23])=[CH:18][CH:17]=2)=[O:14])[CH2:11][O:10]C1(C)C)=O)(C)(C)C.[F:27][C:28]([F:33])([F:32])[C:29]([OH:31])=[O:30], predict the reaction product. The product is: [F:27][C:28]([F:33])([F:32])[C:29]([OH:31])=[O:30].[NH2:8][C@H:12]([CH2:11][OH:10])[C:13]([O:15][C:16]1[CH:21]=[CH:20][C:19]([C:22](=[O:24])[CH3:23])=[CH:18][CH:17]=1)=[O:14]. (3) Given the reactants [CH2:1]([N:3]1[CH2:16][CH2:15][C:6]2[NH:7][C:8]3[CH:9]=[CH:10][C:11]([CH3:14])=[CH:12][C:13]=3[C:5]=2[CH2:4]1)[CH3:2].[CH:17]([C:19]1[CH:24]=[CH:23][CH:22]=[CH:21][N:20]=1)=[CH2:18].[Na].FC(F)(F)C([O-])=O, predict the reaction product. The product is: [CH2:1]([N:3]1[CH2:16][CH2:15][C:6]2[N:7]([CH2:18][CH2:17][C:19]3[CH:24]=[CH:23][CH:22]=[CH:21][N:20]=3)[C:8]3[CH:9]=[CH:10][C:11]([CH3:14])=[CH:12][C:13]=3[C:5]=2[CH2:4]1)[CH3:2]. (4) Given the reactants Br[C:2]1[CH:3]=[C:4]([F:15])[C:5]([O:9][CH2:10][C:11]([F:14])([F:13])[F:12])=[C:6]([F:8])[CH:7]=1.O.[CH3:17][N:18](C=O)C, predict the reaction product. The product is: [F:8][C:6]1[CH:7]=[C:2]([CH:3]=[C:4]([F:15])[C:5]=1[O:9][CH2:10][C:11]([F:14])([F:13])[F:12])[C:17]#[N:18]. (5) Given the reactants [NH2:1][C:2]1[CH:10]=[C:9]([F:11])[CH:8]=[CH:7][C:3]=1[C:4]([OH:6])=[O:5].[Cl:12]N1C(=O)CCC1=O, predict the reaction product. The product is: [NH2:1][C:2]1[CH:10]=[C:9]([F:11])[C:8]([Cl:12])=[CH:7][C:3]=1[C:4]([OH:6])=[O:5].